Predict the reactants needed to synthesize the given product. From a dataset of Full USPTO retrosynthesis dataset with 1.9M reactions from patents (1976-2016). (1) Given the product [S:1]1[C:5]2[CH:6]=[CH:7][CH:8]=[CH:9][C:4]=2[N:3]=[C:2]1[C:10]1[C:14]([C:15]([NH:26][C@@H:27]([CH3:30])[CH2:28][OH:29])=[O:17])=[CH:13][N:12]([CH2:18][O:19][CH2:20][CH2:21][Si:22]([CH3:23])([CH3:24])[CH3:25])[N:11]=1, predict the reactants needed to synthesize it. The reactants are: [S:1]1[C:5]2[CH:6]=[CH:7][CH:8]=[CH:9][C:4]=2[N:3]=[C:2]1[C:10]1[C:14]([C:15]([OH:17])=O)=[CH:13][N:12]([CH2:18][O:19][CH2:20][CH2:21][Si:22]([CH3:25])([CH3:24])[CH3:23])[N:11]=1.[NH2:26][C@@H:27]([CH3:30])[CH2:28][OH:29].Cl.CN(C)CCCN=C=NCC.C1C=CC2N(O)N=NC=2C=1. (2) Given the product [CH3:43][N:44]1[CH2:49][CH2:48][N:47]([C:20]([C@H:17]2[CH2:16][CH2:15][C@H:14]([CH2:13][NH:12][S:9]([C:6]3[CH:7]=[CH:8][C:3]([C:2]([F:23])([F:1])[F:24])=[CH:4][CH:5]=3)(=[O:10])=[O:11])[CH2:19][CH2:18]2)=[O:22])[CH2:46][CH2:45]1, predict the reactants needed to synthesize it. The reactants are: [F:1][C:2]([F:24])([F:23])[C:3]1[CH:8]=[CH:7][C:6]([S:9]([NH:12][CH2:13][C@H:14]2[CH2:19][CH2:18][C@H:17]([C:20]([OH:22])=O)[CH2:16][CH2:15]2)(=[O:11])=[O:10])=[CH:5][CH:4]=1.CCN=C=NCCCN(C)C.CCN(CC)CC.[CH3:43][N:44]1[CH2:49][CH2:48][NH:47][CH2:46][CH2:45]1.